This data is from Reaction yield outcomes from USPTO patents with 853,638 reactions. The task is: Predict the reaction yield, written as a fraction of the theoretical maximum amount of product (1.0 means a 100% yield; for example, 0.34 means a 34% yield). (1) The reactants are CC1(C)C(C)(C)OB([C:9]2[CH:24]=[CH:23][C:12]([C:13]([O:15][CH2:16][C:17]3[CH:22]=[CH:21][CH:20]=[CH:19][CH:18]=3)=[O:14])=[CH:11][CH:10]=2)O1.[F:26][C:27]1[CH:32]=[CH:31][C:30]([C:33]2[CH:34]=[C:35]([C:49]([OH:51])=[O:50])[C:36]3[C:41](I)=[N:40][N:39]([CH:43]4[CH2:48][CH2:47][CH2:46][CH2:45][O:44]4)[C:37]=3[N:38]=2)=[CH:29][C:28]=1[C:52]([O:54][CH3:55])=[O:53]. No catalyst specified. The product is [CH2:16]([O:15][C:13]([C:12]1[CH:11]=[CH:10][C:9]([C:41]2[C:36]3[C:35]([C:49]([OH:51])=[O:50])=[CH:34][C:33]([C:30]4[CH:31]=[CH:32][C:27]([F:26])=[C:28]([C:52]([O:54][CH3:55])=[O:53])[CH:29]=4)=[N:38][C:37]=3[N:39]([CH:43]3[CH2:48][CH2:47][CH2:46][CH2:45][O:44]3)[N:40]=2)=[CH:24][CH:23]=1)=[O:14])[C:17]1[CH:18]=[CH:19][CH:20]=[CH:21][CH:22]=1. The yield is 0.660. (2) The reactants are B(Br)(Br)Br.[O:5]([C:12]1[CH:56]=[CH:55][C:15]([CH:16]=[C:17]2[S:21][C:20](=[O:22])[N:19]([CH2:23][C:24]3[CH:29]=[C:28]([O:30]CC4C=CC=CC=4)[C:27]([O:38]CC4C=CC=CC=4)=[C:26]([O:46]CC4C=CC=CC=4)[CH:25]=3)[C:18]2=[O:54])=[CH:14][CH:13]=1)[C:6]1[CH:11]=[CH:10][CH:9]=[CH:8][CH:7]=1.O. The catalyst is ClCCl. The product is [O:5]([C:12]1[CH:13]=[CH:14][C:15]([CH:16]=[C:17]2[S:21][C:20](=[O:22])[N:19]([CH2:23][C:24]3[CH:29]=[C:28]([OH:30])[C:27]([OH:38])=[C:26]([OH:46])[CH:25]=3)[C:18]2=[O:54])=[CH:55][CH:56]=1)[C:6]1[CH:7]=[CH:8][CH:9]=[CH:10][CH:11]=1. The yield is 0.366. (3) The reactants are BrC1C=CC2C3C(CCOC=2C=1)=CN(C1N(C2C=CC(F)=CC=2F)N=CN=1)N=3.Cl[C:30]1[N:34]([C:35]2[CH:40]=[CH:39][CH:38]=[CH:37][C:36]=2[Cl:41])[N:33]=[CH:32][N:31]=1.[Br:42][C:43]1[CH:44]=[CH:45][C:46]2[O:55][CH2:54][CH2:53][C:52]3[C:48](=[N:49][NH:50][CH:51]=3)[C:47]=2[CH:56]=1.C(Cl)Cl. The catalyst is C1CCCCC1. The product is [Br:42][C:43]1[CH:44]=[CH:45][C:46]2[O:55][CH2:54][CH2:53][C:52]3[C:48](=[N:49][N:50]([C:30]4[N:34]([C:35]5[CH:40]=[CH:39][CH:38]=[CH:37][C:36]=5[Cl:41])[N:33]=[CH:32][N:31]=4)[CH:51]=3)[C:47]=2[CH:56]=1. The yield is 0.330.